From a dataset of Forward reaction prediction with 1.9M reactions from USPTO patents (1976-2016). Predict the product of the given reaction. (1) Given the reactants [CH3:1][O:2][CH2:3][CH:4]1[C:9](=[O:10])[CH2:8][CH2:7][O:6][CH2:5]1.[CH:11]([C@:14]1([C:20]([N:22]2[CH2:27][CH2:26][N:25]([C:28]3[CH:33]=[CH:32][CH:31]=[C:30]([C:34]([F:37])([F:36])[F:35])[CH:29]=3)[CH2:24][CH2:23]2)=[O:21])[CH2:18][CH2:17][C@@H:16]([NH2:19])[CH2:15]1)([CH3:13])[CH3:12], predict the reaction product. The product is: [CH3:1][O:2][CH2:3][CH:4]1[C:9](=[O:10])[CH2:8][CH2:7][O:6][CH2:5]1.[CH:11]([C@:14]1([C:20]([N:22]2[CH2:27][CH2:26][N:25]([C:28]3[CH:33]=[CH:32][CH:31]=[C:30]([C:34]([F:36])([F:37])[F:35])[CH:29]=3)[CH2:24][CH2:23]2)=[O:21])[CH2:18][CH2:17][C@@H:16]([NH:19][CH:9]2[CH2:8][CH2:7][O:6][CH2:5][CH:4]2[CH2:3][O:2][CH3:1])[CH2:15]1)([CH3:13])[CH3:12]. (2) Given the reactants [F:1][CH2:2][CH2:3][N:4]1[CH2:9][CH2:8][CH:7]([C:10]2[CH:15]=[CH:14][C:13]([N+:16]([O-])=O)=[CH:12][CH:11]=2)[CH2:6][CH2:5]1, predict the reaction product. The product is: [F:1][CH2:2][CH2:3][N:4]1[CH2:9][CH2:8][CH:7]([C:10]2[CH:11]=[CH:12][C:13]([NH2:16])=[CH:14][CH:15]=2)[CH2:6][CH2:5]1. (3) The product is: [CH:16]([C:19]1[CH:24]=[CH:23][C:22]([O:25][CH2:12][C:11]([NH:10][C:6]2[CH:5]=[C:4]([CH:9]=[CH:8][CH:7]=2)[C:3]([O:2][CH3:1])=[O:15])=[O:14])=[CH:21][C:20]=1[CH3:26])([CH3:18])[CH3:17]. Given the reactants [CH3:1][O:2][C:3](=[O:15])[C:4]1[CH:9]=[CH:8][CH:7]=[C:6]([NH:10][C:11](=[O:14])[CH2:12]Br)[CH:5]=1.[CH:16]([C:19]1[CH:24]=[CH:23][C:22]([OH:25])=[CH:21][C:20]=1[CH3:26])([CH3:18])[CH3:17].C(=O)([O-])[O-].[K+].[K+], predict the reaction product. (4) Given the reactants [Cl:1][C:2]1[CH:19]=[CH:18][CH:17]=[CH:16][C:3]=1[CH2:4][O:5][C:6]1[CH:11]=[CH:10][C:9]([N+:12]([O-])=O)=[CH:8][C:7]=1[Cl:15].C1COCC1.CO, predict the reaction product. The product is: [Cl:1][C:2]1[CH:19]=[CH:18][CH:17]=[CH:16][C:3]=1[CH2:4][O:5][C:6]1[CH:11]=[CH:10][C:9]([NH2:12])=[CH:8][C:7]=1[Cl:15]. (5) Given the reactants CS(O[CH2:6][CH2:7][CH:8]([C:23]1[CH:28]=[CH:27][C:26]([C:29]([F:32])([F:31])[F:30])=[CH:25][CH:24]=1)[C:9]1[C:17]2[C:12](=[C:13]([NH:18][S:19]([CH3:22])(=[O:21])=[O:20])[CH:14]=[CH:15][CH:16]=2)[NH:11][CH:10]=1)(=O)=O.[C-]#[N:34].[K+].C(O[CH2:40][CH3:41])(=O)C, predict the reaction product. The product is: [C:40]([CH2:41][CH2:6][CH2:7][CH:8]([C:9]1[C:17]2[C:12](=[C:13]([NH:18][S:19]([CH3:22])(=[O:21])=[O:20])[CH:14]=[CH:15][CH:16]=2)[NH:11][CH:10]=1)[C:23]1[CH:28]=[CH:27][C:26]([C:29]([F:30])([F:31])[F:32])=[CH:25][CH:24]=1)#[N:34].